Dataset: Catalyst prediction with 721,799 reactions and 888 catalyst types from USPTO. Task: Predict which catalyst facilitates the given reaction. (1) Reactant: [CH3:1][O:2][C:3]1[C:4]([NH:9][NH2:10])=[N:5][CH:6]=[CH:7][CH:8]=1.[C:11](N1C=CN=C1)(N1C=CN=C1)=[O:12]. Product: [CH3:1][O:2][C:3]1[C:4]2[N:5]([C:11](=[O:12])[NH:10][N:9]=2)[CH:6]=[CH:7][CH:8]=1. The catalyst class is: 1. (2) Reactant: [CH3:1][C:2]1[C:6]2[CH:7]=[CH:8][C:9]([C:11]([F:14])([F:13])[F:12])=[CH:10][C:5]=2[S:4][C:3]=1[C:15](=[O:18])[CH:16]=[CH2:17].[CH2:19]([OH:26])[C:20]1[CH:25]=[CH:24][CH:23]=[CH:22][CH:21]=1.CC#N. The catalyst class is: 707. Product: [CH3:1][C:2]1[C:6]2[CH:7]=[CH:8][C:9]([C:11]([F:14])([F:12])[F:13])=[CH:10][C:5]=2[S:4][C:3]=1[C:15](=[O:18])[CH2:16][CH2:17][O:26][CH2:19][C:20]1[CH:25]=[CH:24][CH:23]=[CH:22][CH:21]=1. (3) Reactant: [CH3:1][CH:2]1[NH:7][CH:6]([CH3:8])[CH2:5][N:4]([CH2:9][C:10]([OH:28])([CH2:15][C:16]([C:19]2[CH:24]=[C:23]([F:25])[CH:22]=[CH:21][C:20]=2[O:26][CH3:27])([CH3:18])[CH3:17])[C:11]([F:14])([F:13])[F:12])[CH2:3]1.[CH:29](OC=O)=[O:30].C(N=C=NC(C)C)(C)C.C(O)=O. Product: [F:25][C:23]1[CH:22]=[CH:21][C:20]([O:26][CH3:27])=[C:19]([C:16]([CH3:18])([CH3:17])[CH2:15][C:10]([OH:28])([C:11]([F:12])([F:13])[F:14])[CH2:9][N:4]2[CH2:3][CH:2]([CH3:1])[N:7]([CH:29]=[O:30])[CH:6]([CH3:8])[CH2:5]2)[CH:24]=1. The catalyst class is: 202. (4) Reactant: [ClH:1].[N:2]1[CH:7]=[CH:6][CH:5]=[CH:4][C:3]=1[C:8]#[C:9][CH2:10][CH2:11][C:12]1[O:13][C:14]2[CH:20]=[CH:19][CH:18]=[CH:17][C:15]=2[N:16]=1. Product: [ClH:1].[N:2]1[CH:7]=[CH:6][CH:5]=[CH:4][C:3]=1[C:8]#[C:9][CH2:10][CH2:11][C:12]1[O:13][C:14]2[CH:20]=[CH:19][CH:18]=[CH:17][C:15]=2[N:16]=1. The catalyst class is: 12. (5) The catalyst class is: 231. Reactant: [CH3:1][C@@H:2]1[CH2:8][NH:7][CH2:6][C:5]2[CH:9]=[CH:10][C:11]([C:13]([O:15][CH3:16])=[O:14])=[CH:12][C:4]=2[O:3]1.I[C:18]1[CH:23]=[CH:22][CH:21]=[CH:20][CH:19]=1.CC1(C)C2C(=C(P(C3C=CC=CC=3)C3C=CC=CC=3)C=CC=2)OC2C(P(C3C=CC=CC=3)C3C=CC=CC=3)=CC=CC1=2.C([O-])([O-])=O.[Cs+].[Cs+]. Product: [CH3:1][C@@H:2]1[CH2:8][N:7]([C:18]2[CH:23]=[CH:22][CH:21]=[CH:20][CH:19]=2)[CH2:6][C:5]2[CH:9]=[CH:10][C:11]([C:13]([O:15][CH3:16])=[O:14])=[CH:12][C:4]=2[O:3]1. (6) Reactant: [Cl:1][C:2]1[CH:3]=[C:4]([CH:33]=[C:34]([C:36]([F:39])([F:38])[F:37])[CH:35]=1)[C:5]([N:7]([CH2:9][C@H:10]([C:26]1[CH:31]=[CH:30][C:29]([F:32])=[CH:28][CH:27]=1)[CH2:11][CH2:12]N1CC(N2CCN(C(=O)C)CC2)C1)[CH3:8])=[O:6].C(N(CC)CC)C.Cl.[NH:48]1[CH2:51][CH:50]([N:52]2[CH2:57][CH2:56][N:55]([C:58](=[O:62])[CH:59]([CH3:61])[CH3:60])[CH2:54][CH2:53]2)[CH2:49]1.C(O[BH-](OC(=O)C)OC(=O)C)(=O)C.[Na+]. Product: [Cl:1][C:2]1[CH:3]=[C:4]([CH:33]=[C:34]([C:36]([F:39])([F:37])[F:38])[CH:35]=1)[C:5]([N:7]([CH2:9][C@H:10]([C:26]1[CH:27]=[CH:28][C:29]([F:32])=[CH:30][CH:31]=1)[CH2:11][CH2:12][N:48]1[CH2:49][CH:50]([N:52]2[CH2:57][CH2:56][N:55]([C:58](=[O:62])[CH:59]([CH3:60])[CH3:61])[CH2:54][CH2:53]2)[CH2:51]1)[CH3:8])=[O:6]. The catalyst class is: 5. (7) The catalyst class is: 3. Reactant: C(=O)([O-])[O-].[K+].[K+].Cl.[NH:8]1[C:12]([C:13]([C:15]2[CH:24]=[CH:23][C:18]3[NH:19][C:20](=[O:22])[S:21][C:17]=3[CH:16]=2)=[O:14])=[CH:11][CH:10]=[N:9]1.[Br:25][C:26]1[CH:27]=[CH:28][C:29](F)=[N:30][CH:31]=1.O. Product: [Br:25][C:26]1[CH:27]=[CH:28][C:29]([N:9]2[CH:10]=[CH:11][C:12]([C:13]([C:15]3[CH:24]=[CH:23][C:18]4[NH:19][C:20](=[O:22])[S:21][C:17]=4[CH:16]=3)=[O:14])=[N:8]2)=[N:30][CH:31]=1.